Dataset: Full USPTO retrosynthesis dataset with 1.9M reactions from patents (1976-2016). Task: Predict the reactants needed to synthesize the given product. Given the product [CH3:15][O:16][C:17]1[S:21][CH:20]=[C:19]([CH2:22][NH:6][C:5]2[CH:7]=[CH:8][C:9]([C:10]3[O:14][CH:13]=[N:12][CH:11]=3)=[C:3]([O:2][CH3:1])[CH:4]=2)[CH:18]=1, predict the reactants needed to synthesize it. The reactants are: [CH3:1][O:2][C:3]1[CH:4]=[C:5]([CH:7]=[CH:8][C:9]=1[C:10]1[O:14][CH:13]=[N:12][CH:11]=1)[NH2:6].[CH3:15][O:16][C:17]1[S:21][CH:20]=[C:19]([CH:22]=O)[CH:18]=1.